This data is from Full USPTO retrosynthesis dataset with 1.9M reactions from patents (1976-2016). The task is: Predict the reactants needed to synthesize the given product. (1) Given the product [Cl:23][C:24]1[CH:25]=[C:26]([C:2]2[CH:3]=[C:4]([C:9]3[N:13]4[CH:14]=[CH:15][C:16]([C:19]([OH:22])([CH3:21])[CH3:20])=[C:17]([F:18])[C:12]4=[N:11][CH:10]=3)[CH:5]=[CH:6][C:7]=2[F:8])[CH:27]=[C:28]([Cl:30])[CH:29]=1, predict the reactants needed to synthesize it. The reactants are: Cl[C:2]1[CH:3]=[C:4]([C:9]2[N:13]3[CH:14]=[CH:15][C:16]([C:19]([OH:22])([CH3:21])[CH3:20])=[C:17]([F:18])[C:12]3=[N:11][CH:10]=2)[CH:5]=[CH:6][C:7]=1[F:8].[Cl:23][C:24]1[CH:25]=[C:26](B(O)O)[CH:27]=[C:28]([Cl:30])[CH:29]=1. (2) Given the product [F:20][C:21]1[CH:22]=[N:23][CH:24]=[C:25]([C:29]=1[CH3:30])[C:26]([NH:19][C:16]1[CH:17]=[CH:18][C:13]([C:4](=[N:3][O:2][CH3:1])[C:5]2[CH:6]=[CH:7][C:8]([O:11][CH3:12])=[CH:9][CH:10]=2)=[CH:14][N:15]=1)=[O:27], predict the reactants needed to synthesize it. The reactants are: [CH3:1][O:2]/[N:3]=[C:4](\[C:13]1[CH:14]=[N:15][C:16]([NH2:19])=[CH:17][CH:18]=1)/[C:5]1[CH:10]=[CH:9][C:8]([O:11][CH3:12])=[CH:7][CH:6]=1.[F:20][C:21]1[CH:22]=[N:23][CH:24]=[C:25]([C:29]=1[CH3:30])[C:26](O)=[O:27]. (3) Given the product [F:1][C:2]1[CH:8]=[C:7]([O:9][CH3:10])[CH:6]=[C:5]2[C:3]=1[NH:4][CH:21]=[C:15]([C:16]([O:18][CH2:19][CH3:20])=[O:17])[C:14]2=[O:13], predict the reactants needed to synthesize it. The reactants are: [F:1][C:2]1[CH:8]=[C:7]([O:9][CH3:10])[CH:6]=[CH:5][C:3]=1[NH2:4].C([O:13][CH:14]=[C:15]([C:21](OCC)=O)[C:16]([O:18][CH2:19][CH3:20])=[O:17])C. (4) Given the product [CH3:22][C:23]1[C:27]([C:2]2[CH:3]=[C:4]([C:19]([NH2:21])=[O:20])[C:5]3[NH:6][C:7]4[C:12]([C:13]=3[CH:14]=2)=[CH:11][CH:10]=[C:9]([C:15]([OH:18])([CH3:17])[CH3:16])[CH:8]=4)=[C:26]([CH3:37])[O:25][N:24]=1, predict the reactants needed to synthesize it. The reactants are: Br[C:2]1[CH:3]=[C:4]([C:19]([NH2:21])=[O:20])[C:5]2[NH:6][C:7]3[C:12]([C:13]=2[CH:14]=1)=[CH:11][CH:10]=[C:9]([C:15]([OH:18])([CH3:17])[CH3:16])[CH:8]=3.[CH3:22][C:23]1[C:27](B2OC(C)(C)C(C)(C)O2)=[C:26]([CH3:37])[O:25][N:24]=1.C1COCC1.P([O-])([O-])([O-])=O.[K+].[K+].[K+]. (5) The reactants are: C([O-])(=O)C.[K+].[B:15]1([B:15]2[O:19][C:18]([CH3:21])([CH3:20])[C:17]([CH3:23])([CH3:22])[O:16]2)[O:19][C:18]([CH3:21])([CH3:20])[C:17]([CH3:23])([CH3:22])[O:16]1.Br[C:25]1[CH:33]=[CH:32][C:28]([C:29]([NH2:31])=[O:30])=[C:27]([Cl:34])[CH:26]=1.C(Cl)Cl. Given the product [Cl:34][C:27]1[CH:26]=[C:25]([B:15]2[O:16][C:17]([CH3:22])([CH3:23])[C:18]([CH3:20])([CH3:21])[O:19]2)[CH:33]=[CH:32][C:28]=1[C:29]([NH2:31])=[O:30], predict the reactants needed to synthesize it. (6) Given the product [N:13]1[CH:14]=[CH:15][CH:16]=[C:11]2[CH2:10][CH2:9][C:8](=[O:17])[C:12]=12, predict the reactants needed to synthesize it. The reactants are: C(=[C:8]1/[CH2:9][CH2:10][C:11]2[C:12]/1=[N:13][CH:14]=[CH:15][CH:16]=2)/C1C=CC=CC=1.[OH:17]OS([O-])=O.[K+].C([O-])(O)=O.[Na+]. (7) Given the product [C:44]([NH:43][C@@H:40]1[CH2:41][CH2:42][N:38]([C:21]([N:17]2[CH2:18][CH2:19][CH2:20][C@H:15]([NH:14][C:12]([C:5]34[CH2:10][CH:9]5[CH2:8][CH:7]([CH2:11][CH:3]([CH:2]5[OH:1])[CH2:4]3)[CH2:6]4)=[O:13])[CH2:16]2)=[O:22])[CH2:39]1)(=[O:46])[CH3:45], predict the reactants needed to synthesize it. The reactants are: [OH:1][CH:2]1[CH:9]2[CH2:10][C:5]3([C:12]([NH:14][C@H:15]4[CH2:20][CH2:19][CH2:18][N:17]([C:21](OC5C=CC([N+]([O-])=O)=CC=5)=[O:22])[CH2:16]4)=[O:13])[CH2:6][CH:7]([CH2:11][CH:3]1[CH2:4]3)[CH2:8]2.O1CCCC1.[NH:38]1[CH2:42][CH2:41][C@@H:40]([NH:43][C:44](=[O:46])[CH3:45])[CH2:39]1.C(N(CC)C(C)C)(C)C. (8) Given the product [Cl:1][C:2]1[CH:7]=[C:6]([C:8]([CH2:11][CH3:12])=[CH:9][CH3:10])[CH:5]=[CH:4][N:3]=1, predict the reactants needed to synthesize it. The reactants are: [Cl:1][C:2]1[CH:7]=[C:6]([C:8](O)([CH2:11][CH3:12])[CH2:9][CH3:10])[CH:5]=[CH:4][N:3]=1.CC1C=CC(S(O)(=O)=O)=CC=1. (9) Given the product [CH3:25][O:24][C:22](=[O:23])[CH2:21][CH:16]([C:13]1[CH:14]=[CH:15][C:10]([Br:9])=[CH:11][C:12]=1[CH3:19])[C:17]#[N:18], predict the reactants needed to synthesize it. The reactants are: C([N-]C(C)C)(C)C.[Li+].[Br:9][C:10]1[CH:15]=[CH:14][C:13]([CH2:16][C:17]#[N:18])=[C:12]([CH3:19])[CH:11]=1.Br[CH2:21][C:22]([O:24][CH3:25])=[O:23].[NH4+].[Cl-]. (10) Given the product [Cl:1][C:2]1[C:3]2[C:4]3[C@@H:5]([CH2:15][C:16]([O:18][CH2:19][CH3:20])=[O:17])[CH2:6][CH2:7][CH2:8][C:9]=3[S:10][C:11]=2[N:12]=[CH:13][N:14]=1.[Cl:1][C:2]1[C:3]2[C:4]3[C@H:5]([CH2:15][C:16]([O:18][CH2:19][CH3:20])=[O:17])[CH2:6][CH2:7][CH2:8][C:9]=3[S:10][C:11]=2[N:12]=[CH:13][N:14]=1, predict the reactants needed to synthesize it. The reactants are: [Cl:1][C:2]1[C:3]2[C:4]3[CH:5]([CH2:15][C:16]([O:18][CH2:19][CH3:20])=[O:17])[CH2:6][CH2:7][CH2:8][C:9]=3[S:10][C:11]=2[N:12]=[CH:13][N:14]=1.CCO.